From a dataset of NCI-60 drug combinations with 297,098 pairs across 59 cell lines. Regression. Given two drug SMILES strings and cell line genomic features, predict the synergy score measuring deviation from expected non-interaction effect. (1) Drug 1: CN1C(=O)N2C=NC(=C2N=N1)C(=O)N. Drug 2: CN(C(=O)NC(C=O)C(C(C(CO)O)O)O)N=O. Cell line: HOP-62. Synergy scores: CSS=3.05, Synergy_ZIP=-2.25, Synergy_Bliss=-4.08, Synergy_Loewe=-3.11, Synergy_HSA=-3.11. (2) Drug 1: CC1=C(C(=CC=C1)Cl)NC(=O)C2=CN=C(S2)NC3=CC(=NC(=N3)C)N4CCN(CC4)CCO. Drug 2: CC1CCCC2(C(O2)CC(NC(=O)CC(C(C(=O)C(C1O)C)(C)C)O)C(=CC3=CSC(=N3)C)C)C. Cell line: CAKI-1. Synergy scores: CSS=35.7, Synergy_ZIP=-3.77, Synergy_Bliss=-1.32, Synergy_Loewe=-5.62, Synergy_HSA=2.00. (3) Drug 1: C1=CC(=C2C(=C1NCCNCCO)C(=O)C3=C(C=CC(=C3C2=O)O)O)NCCNCCO. Drug 2: C(CC(=O)O)C(=O)CN.Cl. Cell line: OVCAR-4. Synergy scores: CSS=28.0, Synergy_ZIP=-4.83, Synergy_Bliss=3.20, Synergy_Loewe=-13.7, Synergy_HSA=4.93. (4) Drug 1: CC1C(C(CC(O1)OC2CC(OC(C2O)C)OC3=CC4=CC5=C(C(=O)C(C(C5)C(C(=O)C(C(C)O)O)OC)OC6CC(C(C(O6)C)O)OC7CC(C(C(O7)C)O)OC8CC(C(C(O8)C)O)(C)O)C(=C4C(=C3C)O)O)O)O. Drug 2: COC1=C2C(=CC3=C1OC=C3)C=CC(=O)O2. Cell line: A498. Synergy scores: CSS=39.9, Synergy_ZIP=-0.292, Synergy_Bliss=-1.78, Synergy_Loewe=-15.7, Synergy_HSA=-2.74. (5) Drug 1: C1=CC(=CC=C1CCC2=CNC3=C2C(=O)NC(=N3)N)C(=O)NC(CCC(=O)O)C(=O)O. Drug 2: CN(CC1=CN=C2C(=N1)C(=NC(=N2)N)N)C3=CC=C(C=C3)C(=O)NC(CCC(=O)O)C(=O)O. Cell line: SNB-19. Synergy scores: CSS=64.2, Synergy_ZIP=0.0930, Synergy_Bliss=-0.728, Synergy_Loewe=1.43, Synergy_HSA=4.40.